Predict the product of the given reaction. From a dataset of Forward reaction prediction with 1.9M reactions from USPTO patents (1976-2016). (1) The product is: [CH2:1]([N:3]([C:13]1[CH:18]=[C:17]([O:19][CH3:20])[CH:16]=[CH:15][C:14]=1[CH:21]1[CH2:30][CH2:29][C:28]2[C:23](=[CH:24][CH:25]=[C:26]([O:31][CH3:32])[CH:27]=2)[CH2:22]1)[CH2:4][CH2:5][C:6]1[CH:11]=[CH:10][C:9]([O:12][CH2:35][CH2:36][N:37]2[CH2:42][CH2:41][CH2:40][CH2:39][CH2:38]2)=[CH:8][CH:7]=1)[CH3:2]. Given the reactants [CH2:1]([N:3]([C:13]1[CH:18]=[C:17]([O:19][CH3:20])[CH:16]=[CH:15][C:14]=1[CH:21]1[CH2:30][CH2:29][C:28]2[C:23](=[CH:24][CH:25]=[C:26]([O:31][CH3:32])[CH:27]=2)[CH2:22]1)[CH2:4][CH2:5][C:6]1[CH:11]=[CH:10][C:9]([OH:12])=[CH:8][CH:7]=1)[CH3:2].Cl.Cl[CH2:35][CH2:36][N:37]1[CH2:42][CH2:41][CH2:40][CH2:39][CH2:38]1, predict the reaction product. (2) Given the reactants CC1(C)[O:6][C@H:5]([CH2:7][N:8]2[CH:12]=[CH:11][C:10]([NH:13][C:14](=[O:37])[C@@H:15]([N:20]3[CH2:24][C:23]([O:25][C:26]4[C:31]([F:32])=[CH:30][CH:29]=[C:28]([O:33][CH3:34])[C:27]=4[F:35])=[CH:22][C:21]3=[O:36])[CH2:16][CH:17]([CH3:19])[CH3:18])=[N:9]2)[CH2:4][O:3]1.Cl, predict the reaction product. The product is: [OH:6][C@@H:5]([CH2:4][OH:3])[CH2:7][N:8]1[CH:12]=[CH:11][C:10]([NH:13][C:14](=[O:37])[C@@H:15]([N:20]2[CH2:24][C:23]([O:25][C:26]3[C:31]([F:32])=[CH:30][CH:29]=[C:28]([O:33][CH3:34])[C:27]=3[F:35])=[CH:22][C:21]2=[O:36])[CH2:16][CH:17]([CH3:19])[CH3:18])=[N:9]1. (3) Given the reactants [Cl:1][C:2]1[CH:3]=[C:4]([CH:30]=[CH:31][CH:32]=1)[CH2:5][NH:6][C:7]([C:9]1O[CH:11]=[C:12]([C:24](=[O:29])[C:25]([CH3:28])([CH3:27])[CH3:26])[C:13](=[O:23])[C:14]=1[O:15][CH2:16][C:17]1[CH:22]=[CH:21][CH:20]=[CH:19][CH:18]=1)=[O:8].C(O)C.[NH2:36][CH2:37][CH2:38][OH:39], predict the reaction product. The product is: [Cl:1][C:2]1[CH:3]=[C:4]([CH:30]=[CH:31][CH:32]=1)[CH2:5][NH:6][C:7]([C:9]1[N:36]([CH2:37][CH2:38][OH:39])[CH:11]=[C:12]([C:24](=[O:29])[C:25]([CH3:27])([CH3:26])[CH3:28])[C:13](=[O:23])[C:14]=1[O:15][CH2:16][C:17]1[CH:18]=[CH:19][CH:20]=[CH:21][CH:22]=1)=[O:8]. (4) The product is: [Cl:8][C:9]1[N:14]=[C:13]([C:15]([NH:7][C:2]2[CH:3]=[CH:4][CH:5]=[CH:6][N:1]=2)=[O:16])[C:12]([N:18]([CH3:20])[CH3:19])=[N:11][C:10]=1[NH:21][CH2:22][C:23]1[O:24][CH:25]=[CH:26][CH:27]=1. Given the reactants [N:1]1[CH:6]=[CH:5][CH:4]=[CH:3][C:2]=1[NH2:7].[Cl:8][C:9]1[N:14]=[C:13]([C:15](O)=[O:16])[C:12]([N:18]([CH3:20])[CH3:19])=[N:11][C:10]=1[NH:21][CH2:22][C:23]1[O:24][CH:25]=[CH:26][CH:27]=1, predict the reaction product. (5) Given the reactants [CH2:1]([C:5]1([CH2:28][CH2:29][CH2:30][CH3:31])[CH2:11][N:10]([C:12]2[CH:17]=[CH:16][C:15]([OH:18])=[CH:14][CH:13]=2)[C:9]2[CH:19]=[C:20]([N:23]([CH3:25])[CH3:24])[CH:21]=[CH:22][C:8]=2[S:7](=[O:27])(=[O:26])[CH2:6]1)[CH2:2][CH2:3][CH3:4].[Cl:32][CH2:33][C:34]1[CH:39]=[CH:38][C:37]([CH2:40]Cl)=[CH:36][CH:35]=1, predict the reaction product. The product is: [CH2:1]([C:5]1([CH2:28][CH2:29][CH2:30][CH3:31])[CH2:11][N:10]([C:12]2[CH:13]=[CH:14][C:15]([O:18][CH2:40][C:37]3[CH:38]=[CH:39][C:34]([CH2:33][Cl:32])=[CH:35][CH:36]=3)=[CH:16][CH:17]=2)[C:9]2[CH:19]=[C:20]([N:23]([CH3:25])[CH3:24])[CH:21]=[CH:22][C:8]=2[S:7](=[O:26])(=[O:27])[CH2:6]1)[CH2:2][CH2:3][CH3:4]. (6) Given the reactants Cl.[CH3:2][C:3]1([CH3:17])[CH2:8][NH:7][CH2:6][CH2:5][N:4]1[C:9]1[CH:16]=[CH:15][C:12]([C:13]#[N:14])=[CH:11][N:10]=1.[F:18][C:19]([F:35])([F:34])[C:20]1[O:24][N:23]=[C:22]([C:25]2[CH:26]=[C:27]([CH:31]=[CH:32][CH:33]=2)[C:28](O)=[O:29])[N:21]=1, predict the reaction product. The product is: [CH3:2][C:3]1([CH3:17])[CH2:8][N:7]([C:28](=[O:29])[C:27]2[CH:31]=[CH:32][CH:33]=[C:25]([C:22]3[N:21]=[C:20]([C:19]([F:35])([F:34])[F:18])[O:24][N:23]=3)[CH:26]=2)[CH2:6][CH2:5][N:4]1[C:9]1[CH:16]=[CH:15][C:12]([C:13]#[N:14])=[CH:11][N:10]=1.